This data is from Forward reaction prediction with 1.9M reactions from USPTO patents (1976-2016). The task is: Predict the product of the given reaction. (1) Given the reactants N#N.C1N2CN3CN(C2)CN1C3.C1CCN2C(=NCCC2)CC1.[CH3:24][O:25][C:26]([CH:28]1[CH2:32][O:31][C:30]([CH2:33][C:34]2[CH:39]=[CH:38][CH:37]=[C:36]([C:40]3([CH3:45])[O:44][CH2:43][CH2:42][O:41]3)[CH:35]=2)=[N:29]1)=[O:27], predict the reaction product. The product is: [CH3:24][O:25][C:26]([C:28]1[N:29]=[C:30]([CH2:33][C:34]2[CH:39]=[CH:38][CH:37]=[C:36]([C:40]3([CH3:45])[O:44][CH2:43][CH2:42][O:41]3)[CH:35]=2)[O:31][CH:32]=1)=[O:27]. (2) Given the reactants [Br:1]Br.[CH3:3][C:4]1([CH3:16])[C:8](=[O:9])[C:7]2[C:10]([CH3:15])=[CH:11][C:12]([CH3:14])=[CH:13][C:6]=2[O:5]1.C([O-])(=O)C.[Na+].S([O-])([O-])=O.[Na+].[Na+], predict the reaction product. The product is: [Br:1][C:11]1[C:12]([CH3:14])=[CH:13][C:6]2[O:5][C:4]([CH3:16])([CH3:3])[C:8](=[O:9])[C:7]=2[C:10]=1[CH3:15]. (3) Given the reactants [N:1]1([CH2:7][CH2:8][N:9]([CH2:31][C:32]2[CH:41]=[CH:40][C:35]([C:36]([O:38]C)=[O:37])=[CH:34][CH:33]=2)[CH2:10][CH2:11][O:12][C:13]2[CH:18]=[CH:17][C:16]([CH2:19][C:20]3[CH:25]=[CH:24][C:23]([C:26]4[O:27][CH:28]=[CH:29][N:30]=4)=[CH:22][CH:21]=3)=[CH:15][CH:14]=2)[CH2:6][CH2:5][O:4][CH2:3][CH2:2]1.[OH-].[Na+], predict the reaction product. The product is: [N:1]1([CH2:7][CH2:8][N:9]([CH2:31][C:32]2[CH:33]=[CH:34][C:35]([C:36]([OH:38])=[O:37])=[CH:40][CH:41]=2)[CH2:10][CH2:11][O:12][C:13]2[CH:18]=[CH:17][C:16]([CH2:19][C:20]3[CH:25]=[CH:24][C:23]([C:26]4[O:27][CH:28]=[CH:29][N:30]=4)=[CH:22][CH:21]=3)=[CH:15][CH:14]=2)[CH2:2][CH2:3][O:4][CH2:5][CH2:6]1. (4) Given the reactants [CH2:1]([S:7][S:8][CH2:9][C@H:10]([NH2:14])[C:11]([OH:13])=[O:12])[C@H:2]([NH2:6])[C:3]([OH:5])=[O:4].[C:15](O[C:15]([O:17][C:18]([CH3:21])([CH3:20])[CH3:19])=[O:16])([O:17][C:18]([CH3:21])([CH3:20])[CH3:19])=[O:16], predict the reaction product. The product is: [C:18]([O:17][C:15]([NH:6][C@H:2]([C:3]([OH:5])=[O:4])[CH2:1][S:7][S:8][CH2:9][C@H:10]([NH:14][C:15]([O:17][C:18]([CH3:21])([CH3:20])[CH3:19])=[O:16])[C:11]([OH:13])=[O:12])=[O:16])([CH3:21])([CH3:20])[CH3:19].